The task is: Predict the reaction yield, written as a fraction of the theoretical maximum amount of product (1.0 means a 100% yield; for example, 0.34 means a 34% yield).. This data is from Reaction yield outcomes from USPTO patents with 853,638 reactions. (1) The reactants are Cl.Cl[CH2:3][C:4]1[CH:9]=[CH:8][N:7]=[CH:6][CH:5]=1.C([O-])([O-])=O.[K+].[K+].[C:16]([O-:19])(=[S:18])[CH3:17].[K+]. The catalyst is CN(C=O)C. The product is [C:16](=[O:19])([S:18][CH2:3][C:4]1[CH:9]=[CH:8][N:7]=[CH:6][CH:5]=1)[CH3:17]. The yield is 0.980. (2) The reactants are CS[C:3](SC)=[C:4]1[C:13](=[O:14])[C:12]([CH2:19][CH2:20][CH2:21][CH3:22])([CH2:15][CH2:16][CH2:17][CH3:18])[C:11]2[C:6](=[CH:7][CH:8]=[CH:9][CH:10]=2)[C:5]1=[O:23].[NH2:26][C:27]1[CH:32]=[CH:31][C:30]([O:33][CH2:34][C:35]2[CH:40]=[CH:39][CH:38]=[CH:37][CH:36]=2)=[CH:29][C:28]=1[S:41]([NH2:44])(=[O:43])=[O:42]. The catalyst is C1(C)C=CC=CC=1. The product is [CH2:34]([O:33][C:30]1[CH:31]=[CH:32][C:27]2[NH:26][C:3]([C:4]3[C:13](=[O:14])[C:12]([CH2:19][CH2:20][CH2:21][CH3:22])([CH2:15][CH2:16][CH2:17][CH3:18])[C:11]4[C:6]([C:5]=3[OH:23])=[CH:7][CH:8]=[CH:9][CH:10]=4)=[N:44][S:41](=[O:42])(=[O:43])[C:28]=2[CH:29]=1)[C:35]1[CH:40]=[CH:39][CH:38]=[CH:37][CH:36]=1. The yield is 0.840. (3) The reactants are Br[C:2]1[CH:3]=[C:4]([N:8]2[C:12]3=[N:13][CH:14]=[C:15]([CH:17]4[CH2:19][CH2:18]4)[CH:16]=[C:11]3[C:10]([C:20]([NH2:22])=[O:21])=[N:9]2)[CH:5]=[CH:6][CH:7]=1.[C:23]([C@:25]1([OH:32])[CH2:29][CH2:28][N:27]([CH3:30])[C:26]1=[O:31])#[CH:24]. No catalyst specified. The product is [CH:17]1([C:15]2[CH:16]=[C:11]3[C:10]([C:20]([NH2:22])=[O:21])=[N:9][N:8]([C:4]4[CH:5]=[CH:6][CH:7]=[C:2]([C:24]#[C:23][C@:25]5([OH:32])[CH2:29][CH2:28][N:27]([CH3:30])[C:26]5=[O:31])[CH:3]=4)[C:12]3=[N:13][CH:14]=2)[CH2:19][CH2:18]1. The yield is 0.370. (4) The reactants are Br[C:2]1[N:7]=[CH:6][CH:5]=[CH:4][N:3]=1.C([Li])CCC.[O:13]1[C:17]2([CH2:22][CH2:21][C:20](=[O:23])[CH2:19][CH2:18]2)[O:16][CH2:15][CH2:14]1. The catalyst is C(Cl)Cl.CCCCCC. The product is [N:3]1[CH:4]=[CH:5][CH:6]=[N:7][C:2]=1[C:20]1([OH:23])[CH2:21][CH2:22][C:17]2([O:16][CH2:15][CH2:14][O:13]2)[CH2:18][CH2:19]1. The yield is 0.540. (5) The product is [Cl:1][C:12]1[C:13]2[C:18](=[CH:17][CH:16]=[CH:15][CH:14]=2)[CH:19]=[C:10]([CH3:9])[C:11]=1[OH:20]. The yield is 0.780. The reactants are [Cl:1]N1C(=O)CCC1=O.[CH3:9][C:10]1[C:11]([OH:20])=[CH:12][C:13]2[C:18]([CH:19]=1)=[CH:17][CH:16]=[CH:15][CH:14]=2. The catalyst is ClCCl.[Cl-].[Zr+4].[Cl-].[Cl-].[Cl-]. (6) The reactants are C(OC([NH:8][CH2:9][CH2:10][N:11]1[CH:15]([CH3:16])[C:14]2[CH:17]=[C:18]([C:21]3[C:29]4[C:24](=[CH:25][C:26]([F:30])=[CH:27][CH:28]=4)[N:23](C(OC(C)(C)C)=O)[CH:22]=3)[CH:19]=[CH:20][C:13]=2[S:12]1(=[O:39])=[O:38])=O)(C)(C)C.FC(F)(F)C(O)=O. The catalyst is C(Cl)Cl.CO. The product is [NH2:8][CH2:9][CH2:10][N:11]1[CH:15]([CH3:16])[C:14]2[CH:17]=[C:18]([C:21]3[C:29]4[C:24](=[CH:25][C:26]([F:30])=[CH:27][CH:28]=4)[NH:23][CH:22]=3)[CH:19]=[CH:20][C:13]=2[S:12]1(=[O:39])=[O:38]. The yield is 1.00. (7) The reactants are [CH2:1]([O:5][C:6]1[C:15]2[C:10](=[CH:11][CH:12]=[C:13]([C:16]#[N:17])[CH:14]=2)[C:9](=[O:18])[N:8]([CH2:19][CH:20]([CH3:22])[CH3:21])[C:7]=1[CH2:23][NH:24][C:25](=[O:31])[O:26][C:27]([CH3:30])([CH3:29])[CH3:28])[CH2:2][CH2:3][CH3:4].Cl.C(N(CC)CC)C.[N-:40]=[N+:41]=[N-:42].[Na+].O. The catalyst is C1(C)C=CC=CC=1. The product is [CH2:1]([O:5][C:6]1[C:15]2[C:10](=[CH:11][CH:12]=[C:13]([C:16]3[NH:42][N:41]=[N:40][N:17]=3)[CH:14]=2)[C:9](=[O:18])[N:8]([CH2:19][CH:20]([CH3:21])[CH3:22])[C:7]=1[CH2:23][NH:24][C:25](=[O:31])[O:26][C:27]([CH3:28])([CH3:30])[CH3:29])[CH2:2][CH2:3][CH3:4]. The yield is 0.532. (8) The reactants are [CH3:1][O:2][C:3](=[O:8])[CH2:4][C:5](Cl)=[O:6].[F:9][C:10]1[CH:11]=[C:12]([CH:22]=[CH:23][CH:24]=1)[CH2:13][O:14][C:15]1[CH:20]=[CH:19][C:18]([NH2:21])=[CH:17][CH:16]=1.Cl. The catalyst is ClCCl.N1C=CC=CC=1.O. The product is [CH3:1][O:2][C:3](=[O:8])[CH2:4][C:5]([NH:21][C:18]1[CH:17]=[CH:16][C:15]([O:14][CH2:13][C:12]2[CH:22]=[CH:23][CH:24]=[C:10]([F:9])[CH:11]=2)=[CH:20][CH:19]=1)=[O:6]. The yield is 0.190.